From a dataset of Retrosynthesis with 50K atom-mapped reactions and 10 reaction types from USPTO. Predict the reactants needed to synthesize the given product. (1) Given the product CC(C)(C)OC(=O)N1CC[C@H](NS(=O)(=O)c2ccc([N+](=O)[O-])cc2)C1, predict the reactants needed to synthesize it. The reactants are: CC(C)(C)OC(=O)N1CC[C@H](N)C1.O=[N+]([O-])c1ccc(S(=O)(=O)Cl)cc1. (2) The reactants are: COc1ccc(CC(O)CN)cc1.Cn1c(Cl)nc(-c2ccncc2)c(-c2ccc3ccccc3c2)c1=O. Given the product COc1ccc(CC(O)CNc2nc(-c3ccncc3)c(-c3ccc4ccccc4c3)c(=O)n2C)cc1, predict the reactants needed to synthesize it. (3) The reactants are: CCOC(=O)CC(c1ccnc(OC)c1)C1CC1. Given the product CCOC(=O)CC(c1ccnc(O)c1)C1CC1, predict the reactants needed to synthesize it. (4) Given the product Cc1c(Nc2ccc(OCCS(C)(=O)=O)cc2F)ncnc1OC1CCN(C(=O)OC(C)C)CC1, predict the reactants needed to synthesize it. The reactants are: CS(=O)(=O)CCO.Cc1c(Nc2ccc(I)cc2F)ncnc1OC1CCN(C(=O)OC(C)C)CC1.